Task: Predict the reactants needed to synthesize the given product.. Dataset: Full USPTO retrosynthesis dataset with 1.9M reactions from patents (1976-2016) (1) Given the product [Cl:21][C:5]1[C:6]([NH:8][C:9]2[CH:10]=[CH:11][CH:12]=[C:13]3[C:18]=2[C:17](=[O:19])[N:16]([CH3:20])[CH2:15][CH2:14]3)=[CH:7][C:2]([NH:29][C:27]2[C:26]([CH3:30])=[N:25][N:24]([CH:23]([F:31])[F:22])[CH:28]=2)=[N:3][CH:4]=1, predict the reactants needed to synthesize it. The reactants are: Cl[C:2]1[CH:7]=[C:6]([NH:8][C:9]2[CH:10]=[CH:11][CH:12]=[C:13]3[C:18]=2[C:17](=[O:19])[N:16]([CH3:20])[CH2:15][CH2:14]3)[C:5]([Cl:21])=[CH:4][N:3]=1.[F:22][CH:23]([F:31])[N:24]1[CH:28]=[C:27]([NH2:29])[C:26]([CH3:30])=[N:25]1. (2) Given the product [NH3:2].[NH2:24][C:21]1[CH:20]=[CH:19][C:18]([S:15]([N:11]2[C:12]3[C:8](=[CH:7][C:6]([CH:5]=[CH:4][C:3]([NH:2][OH:1])=[O:27])=[CH:14][CH:13]=3)[CH:9]=[CH:10]2)(=[O:17])=[O:16])=[CH:23][CH:22]=1, predict the reactants needed to synthesize it. The reactants are: [OH:1][NH:2][C:3](=[O:27])[CH:4]=[CH:5][C:6]1[CH:7]=[C:8]2[C:12](=[CH:13][CH:14]=1)[N:11]([S:15]([C:18]1[CH:23]=[CH:22][C:21]([N+:24]([O-])=O)=[CH:20][CH:19]=1)(=[O:17])=[O:16])[CH:10]=[CH:9]2.[Cl-].[NH4+]. (3) Given the product [C:3]1(/[CH:2]=[CH:1]/[C:3]2[CH:8]=[CH:7][CH:6]=[CH:5][CH:4]=2)[CH:8]=[CH:7][CH:6]=[CH:5][CH:4]=1, predict the reactants needed to synthesize it. The reactants are: [CH2:1]=[CH:2][C:3]1[CH:8]=[CH:7][CH:6]=[CH:5][CH:4]=1. (4) Given the product [C:1]([C:5]1[CH:9]=[C:8]([C:10]([OH:12])=[O:11])[N:7]([CH2:15][CH2:16][N:17]([CH3:19])[CH3:18])[N:6]=1)([CH3:4])([CH3:2])[CH3:3], predict the reactants needed to synthesize it. The reactants are: [C:1]([C:5]1[CH:9]=[C:8]([C:10]([O:12]CC)=[O:11])[N:7]([CH2:15][CH2:16][N:17]([CH3:19])[CH3:18])[N:6]=1)([CH3:4])([CH3:3])[CH3:2].[Li+].[OH-]. (5) Given the product [C:30]([O:29][C:27]([N:14]1[CH2:17][CH:16]([OH:18])[CH2:15]1)=[O:28])([CH3:31])([CH3:32])[CH3:33], predict the reactants needed to synthesize it. The reactants are: C([N:14]1[CH2:17][CH:16]([OH:18])[CH2:15]1)(C1C=CC=CC=1)C1C=CC=CC=1.[C:27](O[C:27]([O:29][C:30]([CH3:33])([CH3:32])[CH3:31])=[O:28])([O:29][C:30]([CH3:33])([CH3:32])[CH3:31])=[O:28].